Dataset: Forward reaction prediction with 1.9M reactions from USPTO patents (1976-2016). Task: Predict the product of the given reaction. (1) Given the reactants [CH3:1][C@H:2]([NH:10][CH3:11])[CH2:3][C:4]1[CH:5]=[CH:6][CH:7]=[CH:8][CH:9]=1.C(=O)([O-])[O-].[Na+].[Na+].[C:18]1([CH3:24])[CH:23]=[CH:22][CH:21]=[CH:20][CH:19]=1.C([Cl:32])C1C=CC=CC=1, predict the reaction product. The product is: [CH3:1][C@H:2]([N:10]([CH2:24][C:18]1[CH:19]=[CH:20][CH:21]=[CH:22][CH:23]=1)[CH3:11])[CH2:3][C:4]1[CH:5]=[CH:6][CH:7]=[CH:8][CH:9]=1.[ClH:32]. (2) Given the reactants Cl[CH2:2][C:3]1[CH:4]=[C:5]([C:9]2[CH:10]=[C:11]3[C:16](=[CH:17][CH:18]=2)[N:15]([CH3:19])[C:14](=[O:20])[CH2:13][CH2:12]3)[CH:6]=[N:7][CH:8]=1.[F:21][C:22]1[CH:23]=[CH:24][C:25]([OH:28])=[N:26][CH:27]=1.C([O-])([O-])=O.[K+].[K+], predict the reaction product. The product is: [F:21][C:22]1[CH:23]=[CH:24][C:25]([O:28][CH2:2][C:3]2[CH:4]=[C:5]([C:9]3[CH:10]=[C:11]4[C:16](=[CH:17][CH:18]=3)[N:15]([CH3:19])[C:14](=[O:20])[CH2:13][CH2:12]4)[CH:6]=[N:7][CH:8]=2)=[N:26][CH:27]=1. (3) Given the reactants Cl.[CH2:2]([N:9]1[C:17]2[C:12](=[CH:13][C:14]([NH:18][C:19]3[C:20]4[S:27][C:26]([C:28]#[C:29][CH2:30][NH:31]C(=O)OC(C)(C)C)=[CH:25][C:21]=4[N:22]=[CH:23][N:24]=3)=[CH:15][CH:16]=2)[CH:11]=[N:10]1)[C:3]1[CH:8]=[CH:7][CH:6]=[CH:5][CH:4]=1.FC(F)(F)C(O)=O.C(=O)(O)[O-].[Na+], predict the reaction product. The product is: [NH2:31][CH2:30][C:29]#[C:28][C:26]1[S:27][C:20]2[C:19]([NH:18][C:14]3[CH:13]=[C:12]4[C:17](=[CH:16][CH:15]=3)[N:9]([CH2:2][C:3]3[CH:8]=[CH:7][CH:6]=[CH:5][CH:4]=3)[N:10]=[CH:11]4)=[N:24][CH:23]=[N:22][C:21]=2[CH:25]=1. (4) Given the reactants C[O:2][C:3](=[O:42])[C@@H:4]([NH:8][C:9](=[O:41])[C:10]1[CH:15]=[CH:14][C:13]([C:16]2[CH:21]=[CH:20][C:19]([NH:22][C:23]([C:25]3[N:26]=[C:27]([C:34]4[CH:39]=[CH:38][CH:37]=[CH:36][CH:35]=4)[O:28][C:29]=3[C:30]([F:33])([F:32])[F:31])=[O:24])=[CH:18][N:17]=2)=[C:12]([Cl:40])[CH:11]=1)[CH:5]([CH3:7])[CH3:6].CO.O.O.[OH-].[Li+], predict the reaction product. The product is: [Cl:40][C:12]1[CH:11]=[C:10]([CH:15]=[CH:14][C:13]=1[C:16]1[CH:21]=[CH:20][C:19]([NH:22][C:23]([C:25]2[N:26]=[C:27]([C:34]3[CH:35]=[CH:36][CH:37]=[CH:38][CH:39]=3)[O:28][C:29]=2[C:30]([F:31])([F:33])[F:32])=[O:24])=[CH:18][N:17]=1)[C:9]([NH:8][CH:4]([CH:5]([CH3:6])[CH3:7])[C:3]([OH:42])=[O:2])=[O:41].